Dataset: NCI-60 drug combinations with 297,098 pairs across 59 cell lines. Task: Regression. Given two drug SMILES strings and cell line genomic features, predict the synergy score measuring deviation from expected non-interaction effect. (1) Drug 1: CCCS(=O)(=O)NC1=C(C(=C(C=C1)F)C(=O)C2=CNC3=C2C=C(C=N3)C4=CC=C(C=C4)Cl)F. Drug 2: C1=NNC2=C1C(=O)NC=N2. Cell line: HCT-15. Synergy scores: CSS=-1.31, Synergy_ZIP=2.01, Synergy_Bliss=-0.244, Synergy_Loewe=-3.78, Synergy_HSA=-4.29. (2) Drug 1: C1=CN(C(=O)N=C1N)C2C(C(C(O2)CO)O)O.Cl. Drug 2: CC1C(C(CC(O1)OC2CC(CC3=C2C(=C4C(=C3O)C(=O)C5=C(C4=O)C(=CC=C5)OC)O)(C(=O)CO)O)N)O.Cl. Cell line: DU-145. Synergy scores: CSS=51.2, Synergy_ZIP=-5.94, Synergy_Bliss=-7.51, Synergy_Loewe=-7.54, Synergy_HSA=-2.11. (3) Drug 1: C1CCN(CC1)CCOC2=CC=C(C=C2)C(=O)C3=C(SC4=C3C=CC(=C4)O)C5=CC=C(C=C5)O. Drug 2: CC1=C2C(C(=O)C3(C(CC4C(C3C(C(C2(C)C)(CC1OC(=O)C(C(C5=CC=CC=C5)NC(=O)OC(C)(C)C)O)O)OC(=O)C6=CC=CC=C6)(CO4)OC(=O)C)OC)C)OC. Cell line: HCT-15. Synergy scores: CSS=67.8, Synergy_ZIP=10.1, Synergy_Bliss=10.2, Synergy_Loewe=-39.7, Synergy_HSA=9.31.